This data is from Peptide-MHC class I binding affinity with 185,985 pairs from IEDB/IMGT. The task is: Regression. Given a peptide amino acid sequence and an MHC pseudo amino acid sequence, predict their binding affinity value. This is MHC class I binding data. (1) The peptide sequence is QAELTSNCTR. The MHC is HLA-A33:01 with pseudo-sequence HLA-A33:01. The binding affinity (normalized) is 0.380. (2) The peptide sequence is ISEDMHTDK. The MHC is HLA-A03:01 with pseudo-sequence HLA-A03:01. The binding affinity (normalized) is 0.0847.